Dataset: Reaction yield outcomes from USPTO patents with 853,638 reactions. Task: Predict the reaction yield, written as a fraction of the theoretical maximum amount of product (1.0 means a 100% yield; for example, 0.34 means a 34% yield). (1) The reactants are [OH:1][CH:2]([C:5]1[C:14]2[C:9](=[CH:10][CH:11]=[CH:12][CH:13]=2)[CH:8]=[CH:7][CH:6]=1)[C:3]#[N:4].[H-].[H-].[H-].[H-].[Li+].[Al+3].C1COCC1. The product is [NH2:4][CH2:3][CH:2]([C:5]1[C:14]2[C:9](=[CH:10][CH:11]=[CH:12][CH:13]=2)[CH:8]=[CH:7][CH:6]=1)[OH:1]. The yield is 0.530. The catalyst is C1COCC1. (2) The reactants are [C:1]([N:5]1[C:9]2[CH:10]=[CH:11][C:12]([C:14]3[CH:15]=[N:16][CH:17]=[C:18]([O:20][CH3:21])[CH:19]=3)=[CH:13][C:8]=2[N:7]=[C:6]1[C:22]1[CH:23]=[C:24]([CH:27]=[CH:28][CH:29]=1)[C:25]#[N:26])([CH3:4])([CH3:3])[CH3:2].[NH2:30][OH:31]. The catalyst is C(O)C. The product is [C:1]([N:5]1[C:9]2[CH:10]=[CH:11][C:12]([C:14]3[CH:15]=[N:16][CH:17]=[C:18]([O:20][CH3:21])[CH:19]=3)=[CH:13][C:8]=2[N:7]=[C:6]1[C:22]1[CH:23]=[C:24]([CH:27]=[CH:28][CH:29]=1)[C:25]([NH:30][OH:31])=[NH:26])([CH3:4])([CH3:2])[CH3:3]. The yield is 1.00. (3) The reactants are Cl[C:2]1[C:3]2[CH:25]=[C:24]([Cl:26])[CH:23]=[CH:22][C:4]=2[N:5]([CH3:21])[C:6](=[O:20])[CH:7]([CH2:9][C:10]2[CH:15]=[CH:14][C:13]([CH2:16][CH3:17])=[C:12]([CH2:18][CH3:19])[CH:11]=2)[N:8]=1.[F:27][C:28]1[CH:33]=[CH:32][C:31](B(O)O)=[CH:30][CH:29]=1.C1C=CC(P(C2C=CC=CC=2)C2C=CC=CC=2)=CC=1.C([O-])([O-])=O.[Cs+].[Cs+]. The catalyst is C(#N)C.O.CC([O-])=O.CC([O-])=O.[Pd+2].CN(C=O)C. The product is [Cl:26][C:24]1[CH:23]=[CH:22][C:4]2[N:5]([CH3:21])[C:6](=[O:20])[CH:7]([CH2:9][C:10]3[CH:15]=[CH:14][C:13]([CH2:16][CH3:17])=[C:12]([CH2:18][CH3:19])[CH:11]=3)[N:8]=[C:2]([C:31]3[CH:32]=[CH:33][C:28]([F:27])=[CH:29][CH:30]=3)[C:3]=2[CH:25]=1. The yield is 0.430. (4) The reactants are O[CH:2]([CH3:17])[CH2:3][C:4]([C:6]1[C:7]2([CH2:12][CH:13]=[CH:14][C:15]=1[CH3:16])[CH2:11][CH2:10][CH2:9][CH2:8]2)=[O:5].C(OC(=O)C)(=O)C.C([O-])(=O)C.[Na+]. No catalyst specified. The product is [CH3:16][C:15]1[CH:14]=[CH:13][CH2:12][C:7]2([CH2:11][CH2:10][CH2:9][CH2:8]2)[C:6]=1[C:4](=[O:5])/[CH:3]=[CH:2]/[CH3:17]. The yield is 0.690. (5) The reactants are [OH:1][C:2]1[CH:3]=[CH:4][C:5]([N+:10]([O-:12])=[O:11])=[C:6]([CH:9]=1)[CH:7]=[O:8].[CH:13]([Mg]Br)=[CH2:14].Cl. The catalyst is O1CCCC1. The product is [OH:1][C:2]1[CH:3]=[CH:4][C:5]([N+:10]([O-:12])=[O:11])=[C:6]([CH:7]([OH:8])[CH:13]=[CH2:14])[CH:9]=1. The yield is 0.730.